From a dataset of Peptide-MHC class I binding affinity with 185,985 pairs from IEDB/IMGT. Regression. Given a peptide amino acid sequence and an MHC pseudo amino acid sequence, predict their binding affinity value. This is MHC class I binding data. (1) The peptide sequence is SDYLELDTI. The MHC is HLA-A02:01 with pseudo-sequence HLA-A02:01. The binding affinity (normalized) is 0.0442. (2) The peptide sequence is TRDHVNLVL. The binding affinity (normalized) is 0.0847. The MHC is HLA-B35:01 with pseudo-sequence HLA-B35:01. (3) The peptide sequence is KTTYWWDGL. The binding affinity (normalized) is 0.0847. The MHC is HLA-B07:02 with pseudo-sequence HLA-B07:02. (4) The peptide sequence is TIHHASAPL. The MHC is HLA-A11:01 with pseudo-sequence HLA-A11:01. The binding affinity (normalized) is 0. (5) The peptide sequence is VSRQHAYL. The MHC is H-2-Kb with pseudo-sequence H-2-Kb. The binding affinity (normalized) is 0.885.